Dataset: Full USPTO retrosynthesis dataset with 1.9M reactions from patents (1976-2016). Task: Predict the reactants needed to synthesize the given product. (1) Given the product [Cl:62][C:63]1[CH:70]=[CH:69][C:66]([CH2:39][N:38]([CH2:37][C@@H:17]2[O:16][C:15]3[C:10]([NH:9][C:1](=[O:8])[C:2]4[CH:3]=[CH:4][N:5]=[CH:6][CH:7]=4)=[CH:11][CH:12]=[CH:13][C:14]=3[C:21](=[O:22])[N:20]([C@@H:23]([CH3:35])[CH2:24][OH:25])[CH2:19][C@H:18]2[CH3:36])[CH3:46])=[CH:65][CH:64]=1, predict the reactants needed to synthesize it. The reactants are: [C:1]([NH:9][C:10]1[C:15]2[O:16][C@@H:17]([CH2:37][N:38]([CH3:46])[C:39](=O)OC(C)(C)C)[C@H:18]([CH3:36])[CH2:19][N:20]([C@@H:23]([CH3:35])[CH2:24][O:25]CC3C=CC(OC)=CC=3)[C:21](=[O:22])[C:14]=2[CH:13]=[CH:12][CH:11]=1)(=[O:8])[C:2]1[CH:7]=[CH:6][N:5]=[CH:4][CH:3]=1.O(C1C=CC(C=O)=CC=1)C1C=CC=CC=1.[Cl:62][C:63]1[CH:70]=[CH:69][C:66](C=O)=[CH:65][CH:64]=1. (2) Given the product [CH3:1][N:2]1[C:6]([C:7](=[O:23])[NH:8][CH2:9][CH2:10][C:11]2[N:12]=[C:13]([C:17]3[CH:22]=[CH:21][CH:20]=[CH:19][CH:18]=3)[O:14][C:15]=2[CH3:16])=[C:5]([C:24]([OH:26])=[O:25])[CH:4]=[N:3]1, predict the reactants needed to synthesize it. The reactants are: [CH3:1][N:2]1[C:6]([C:7](=[O:23])[NH:8][CH2:9][CH2:10][C:11]2[N:12]=[C:13]([C:17]3[CH:22]=[CH:21][CH:20]=[CH:19][CH:18]=3)[O:14][C:15]=2[CH3:16])=[C:5]([C:24]([O:26]CC)=[O:25])[CH:4]=[N:3]1.[Li+].[OH-].Cl.